Dataset: Reaction yield outcomes from USPTO patents with 853,638 reactions. Task: Predict the reaction yield, written as a fraction of the theoretical maximum amount of product (1.0 means a 100% yield; for example, 0.34 means a 34% yield). (1) The yield is 0.320. The product is [F:46][C:47]1[CH:52]=[CH:51][C:50]([C:53]2[O:54][C:55]3[CH:65]=[C:64]([N:66]([CH2:71][CH2:72][OH:73])[S:67]([CH3:70])(=[O:69])=[O:68])[C:63]([C:74]4[CH:82]=[CH:81][CH:80]=[C:76]([C:77](=[O:78])[NH:12][C:9]5([C:4]6[CH:5]=[CH:6][CH:7]=[CH:8][N:3]=6)[CH2:11][CH2:10]5)[CH:75]=4)=[CH:62][C:56]=3[C:57]=2[C:58]([NH:59][CH3:60])=[O:61])=[CH:49][CH:48]=1. The catalyst is CN(C=O)C.CCOC(C)=O. The reactants are Cl.Cl.[N:3]1[CH:8]=[CH:7][CH:6]=[CH:5][C:4]=1[C:9]1([NH2:12])[CH2:11][CH2:10]1.CN(C(ON1N=NC2C=CC=NC1=2)=[N+](C)C)C.F[P-](F)(F)(F)(F)F.CCN(C(C)C)C(C)C.[F:46][C:47]1[CH:52]=[CH:51][C:50]([C:53]2[O:54][C:55]3[CH:65]=[C:64]([N:66]([CH2:71][CH2:72][OH:73])[S:67]([CH3:70])(=[O:69])=[O:68])[C:63]([C:74]4[CH:75]=[C:76]([CH:80]=[CH:81][CH:82]=4)[C:77](O)=[O:78])=[CH:62][C:56]=3[C:57]=2[C:58](=[O:61])[NH:59][CH3:60])=[CH:49][CH:48]=1. (2) The reactants are Br[CH2:2][CH2:3][O:4][C:5]1[CH:10]=[CH:9][C:8]([C:11]2[N:12]([CH2:24][CH3:25])[C:13]3[C:18]([C:19]=2[C:20]#[N:21])=[CH:17][CH:16]=[C:15]([O:22][CH3:23])[CH:14]=3)=[CH:7][CH:6]=1.[NH:26]1[CH2:31][CH2:30][O:29][CH2:28][CH2:27]1. The catalyst is C(#N)C. The product is [CH2:24]([N:12]1[C:13]2[C:18](=[CH:17][CH:16]=[C:15]([O:22][CH3:23])[CH:14]=2)[C:19]([C:20]#[N:21])=[C:11]1[C:8]1[CH:9]=[CH:10][C:5]([O:4][CH2:3][CH2:2][N:26]2[CH2:31][CH2:30][O:29][CH2:28][CH2:27]2)=[CH:6][CH:7]=1)[CH3:25]. The yield is 0.960. (3) The reactants are [CH3:1][N:2]1[C:10]2[CH:9]=[C:8]([N:11]3[CH:16]=[CH:15][C:14]([C:17]4[CH:18]=[N:19][C:20]([C:23]([F:26])([F:25])[F:24])=[CH:21][CH:22]=4)=[CH:13][C:12]3=[O:27])[CH:7]=[CH:6][C:5]=2[C:4]2[CH2:28][N:29](C(OC(C)(C)C)=O)[CH2:30][CH2:31][C:3]1=2.C1(N)C(F)=C(F)C(F)=C(N)C=1F.[ClH:51].Cl. No catalyst specified. The product is [ClH:51].[ClH:51].[CH3:1][N:2]1[C:10]2[CH:9]=[C:8]([N:11]3[CH:16]=[CH:15][C:14]([C:17]4[CH:18]=[N:19][C:20]([C:23]([F:24])([F:25])[F:26])=[CH:21][CH:22]=4)=[CH:13][C:12]3=[O:27])[CH:7]=[CH:6][C:5]=2[C:4]2[CH2:28][NH:29][CH2:30][CH2:31][C:3]1=2. The yield is 0.260. (4) The reactants are Cl.[NH:2]1[CH2:7][CH2:6][CH2:5][CH:4]([NH:8][C:9]([C:11]2[C:19]3[C:14](=[N:15][CH:16]=[C:17]([CH:20]4[CH2:22][CH2:21]4)[N:18]=3)[N:13]([CH2:23][O:24][CH2:25][CH2:26][Si:27]([CH3:30])([CH3:29])[CH3:28])[CH:12]=2)=[O:10])[CH2:3]1.C(N(CC)CC)C.[CH3:38][S:39](Cl)(=[O:41])=[O:40]. The catalyst is C(Cl)Cl. The product is [CH3:38][S:39]([N:2]1[CH2:7][CH2:6][CH2:5][CH:4]([NH:8][C:9]([C:11]2[C:19]3[C:14](=[N:15][CH:16]=[C:17]([CH:20]4[CH2:22][CH2:21]4)[N:18]=3)[N:13]([CH2:23][O:24][CH2:25][CH2:26][Si:27]([CH3:30])([CH3:29])[CH3:28])[CH:12]=2)=[O:10])[CH2:3]1)(=[O:41])=[O:40]. The yield is 0.890. (5) The reactants are [C:1]([O:9]CC)(=O)[CH2:2][C:3]([O:5][CH2:6][CH3:7])=[O:4].[H-].[Na+].[H][H].[F:16][C:17]1[CH:29]=[CH:28][C:20]2[N:21](C)[C:22](=O)[O:23][C:24](=O)[C:19]=2[CH:18]=1.Cl. The catalyst is CC(N(C)C)=O. The product is [CH2:6]([O:5][C:3]([C:2]1[C:1](=[O:9])[N:21]([CH3:22])[C:20]2[C:19]([C:24]=1[OH:23])=[CH:18][C:17]([F:16])=[CH:29][CH:28]=2)=[O:4])[CH3:7]. The yield is 0.530.